Dataset: Full USPTO retrosynthesis dataset with 1.9M reactions from patents (1976-2016). Task: Predict the reactants needed to synthesize the given product. (1) Given the product [CH3:1][O:2][C:3]1[CH:11]=[C:10]2[C:6]([CH2:7][N:8]([CH:16]([CH:22]([CH3:24])[CH3:23])[C:17]([O:19][CH2:20][CH3:21])=[O:18])[C:9]2=[O:12])=[CH:5][CH:4]=1, predict the reactants needed to synthesize it. The reactants are: [CH3:1][O:2][C:3]1[CH:11]=[C:10]2[C:6]([CH2:7][NH:8][C:9]2=[O:12])=[CH:5][CH:4]=1.[H-].[Na+].Br[CH:16]([CH:22]([CH3:24])[CH3:23])[C:17]([O:19][CH2:20][CH3:21])=[O:18].[Cl-].[NH4+]. (2) Given the product [CH3:11][O:12][C:26](=[O:20])[CH:27]([O:28][C:7]1[CH:8]=[CH:9][C:4]([N+:1]([O-:3])=[O:2])=[CH:5][CH:6]=1)[CH3:29], predict the reactants needed to synthesize it. The reactants are: [N+:1]([C:4]1[CH:9]=[CH:8][C:7](O)=[CH:6][CH:5]=1)([O-:3])=[O:2].[C:11](=O)([O-])[O-:12].[K+].[K+].[I-].[K+].P(O)([O-])([O-])=[O:20].[Na+].[Na+].[CH3:26][C:27]([CH3:29])=[O:28].